From a dataset of Full USPTO retrosynthesis dataset with 1.9M reactions from patents (1976-2016). Predict the reactants needed to synthesize the given product. Given the product [C:1]1([C@H:7]2[NH:21][CH2:18][C:19](=[O:20])[O:10][CH2:8]2)[CH:2]=[CH:3][CH:4]=[CH:5][CH:6]=1, predict the reactants needed to synthesize it. The reactants are: [C:1]1([CH:7](Br)[C:8]([O-:10])=O)[CH:6]=[CH:5][CH:4]=[CH:3][CH:2]=1.C1C=CC([CH:18]([NH2:21])[CH2:19][OH:20])=CC=1.C(N(C(C)C)CC)(C)C.CCOC(C)=O.